Dataset: Merck oncology drug combination screen with 23,052 pairs across 39 cell lines. Task: Regression. Given two drug SMILES strings and cell line genomic features, predict the synergy score measuring deviation from expected non-interaction effect. (1) Drug 1: Nc1ccn(C2OC(CO)C(O)C2(F)F)c(=O)n1. Drug 2: CS(=O)(=O)CCNCc1ccc(-c2ccc3ncnc(Nc4ccc(OCc5cccc(F)c5)c(Cl)c4)c3c2)o1. Cell line: HCT116. Synergy scores: synergy=-8.65. (2) Drug 1: CCC1(O)CC2CN(CCc3c([nH]c4ccccc34)C(C(=O)OC)(c3cc4c(cc3OC)N(C)C3C(O)(C(=O)OC)C(OC(C)=O)C5(CC)C=CCN6CCC43C65)C2)C1. Drug 2: C=CCn1c(=O)c2cnc(Nc3ccc(N4CCN(C)CC4)cc3)nc2n1-c1cccc(C(C)(C)O)n1. Cell line: DLD1. Synergy scores: synergy=0.656. (3) Drug 1: N#Cc1ccc(Cn2cncc2CN2CCN(c3cccc(Cl)c3)C(=O)C2)cc1. Drug 2: COC1=C2CC(C)CC(OC)C(O)C(C)C=C(C)C(OC(N)=O)C(OC)C=CC=C(C)C(=O)NC(=CC1=O)C2=O. Cell line: NCIH23. Synergy scores: synergy=5.26. (4) Drug 1: CN1C(=O)C=CC2(C)C3CCC4(C)C(NC(=O)OCC(F)(F)F)CCC4C3CCC12. Drug 2: C#Cc1cccc(Nc2ncnc3cc(OCCOC)c(OCCOC)cc23)c1. Cell line: VCAP. Synergy scores: synergy=40.7. (5) Drug 1: CCC1=CC2CN(C1)Cc1c([nH]c3ccccc13)C(C(=O)OC)(c1cc3c(cc1OC)N(C)C1C(O)(C(=O)OC)C(OC(C)=O)C4(CC)C=CCN5CCC31C54)C2. Drug 2: COC1=C2CC(C)CC(OC)C(O)C(C)C=C(C)C(OC(N)=O)C(OC)C=CC=C(C)C(=O)NC(=CC1=O)C2=O. Cell line: NCIH460. Synergy scores: synergy=-10.5. (6) Drug 1: N#Cc1ccc(Cn2cncc2CN2CCN(c3cccc(Cl)c3)C(=O)C2)cc1. Drug 2: NC1(c2ccc(-c3nc4ccn5c(=O)[nH]nc5c4cc3-c3ccccc3)cc2)CCC1. Cell line: SKMES1. Synergy scores: synergy=25.5.